This data is from Forward reaction prediction with 1.9M reactions from USPTO patents (1976-2016). The task is: Predict the product of the given reaction. Given the reactants [CH:1]1([NH:6][C:7]([C:9]2[CH:10]=[C:11]([C@@H:15]3[CH2:17][C@H:16]3[NH:18]C(=O)OC(C)(C)C)[CH:12]=[CH:13][CH:14]=2)=[O:8])[CH2:5][CH2:4][CH2:3][CH2:2]1.[ClH:26].C(OCC)(=O)C, predict the reaction product. The product is: [ClH:26].[NH2:18][C@@H:16]1[CH2:17][C@H:15]1[C:11]1[CH:10]=[C:9]([CH:14]=[CH:13][CH:12]=1)[C:7]([NH:6][CH:1]1[CH2:5][CH2:4][CH2:3][CH2:2]1)=[O:8].